From a dataset of Full USPTO retrosynthesis dataset with 1.9M reactions from patents (1976-2016). Predict the reactants needed to synthesize the given product. (1) The reactants are: [Si:1]([O:18][CH2:19][C@H:20]1[O:37][C@@H:24]([S:25][CH2:26][CH2:27][CH2:28][NH:29][C:30]([O:32][C:33]([CH3:36])([CH3:35])[CH3:34])=[O:31])[C@@H:23]([OH:38])[C@@H:22]([OH:39])[C@@H:21]1[OH:40])([C:14]([CH3:17])([CH3:16])[CH3:15])([C:8]1[CH:13]=[CH:12][CH:11]=[CH:10][CH:9]=1)[C:2]1[CH:7]=[CH:6][CH:5]=[CH:4][CH:3]=1.[C:41](Cl)(=[O:48])[C:42]1[CH:47]=[CH:46][CH:45]=[CH:44][CH:43]=1.[OH2:50]. Given the product [C:41]([O:38][C@H:23]1[C@@H:22]([O:39][C:41](=[O:50])[C:42]2[CH:47]=[CH:46][CH:45]=[CH:44][CH:43]=2)[C@H:21]([O:40][C:41](=[O:48])[C:42]2[CH:47]=[CH:46][CH:45]=[CH:44][CH:43]=2)[C@@H:20]([CH2:19][O:18][Si:1]([C:14]([CH3:15])([CH3:17])[CH3:16])([C:8]2[CH:13]=[CH:12][CH:11]=[CH:10][CH:9]=2)[C:2]2[CH:3]=[CH:4][CH:5]=[CH:6][CH:7]=2)[O:37][C@H:24]1[S:25][CH2:26][CH2:27][CH2:28][NH:29][C:30]([O:32][C:33]([CH3:34])([CH3:36])[CH3:35])=[O:31])(=[O:48])[C:42]1[CH:47]=[CH:46][CH:45]=[CH:44][CH:43]=1, predict the reactants needed to synthesize it. (2) Given the product [OH:14][CH:15]1[CH2:20][CH2:19][N:18]([C:21]2[CH:26]=[CH:25][C:24]([NH:27][C:2]([N:40]3[CH2:39][CH2:38][N:37]([C:35]([C:31]4[N:30]([CH3:29])[CH:34]=[CH:33][CH:32]=4)=[O:36])[CH2:42][CH2:41]3)=[O:3])=[CH:23][CH:22]=2)[CH2:17][CH2:16]1, predict the reactants needed to synthesize it. The reactants are: Cl[C:2](OC1C=CC([N+]([O-])=O)=CC=1)=[O:3].[OH:14][CH:15]1[CH2:20][CH2:19][N:18]([C:21]2[CH:26]=[CH:25][C:24]([NH2:27])=[CH:23][CH:22]=2)[CH2:17][CH2:16]1.Cl.[CH3:29][N:30]1[CH:34]=[CH:33][CH:32]=[C:31]1[C:35]([N:37]1[CH2:42][CH2:41][NH:40][CH2:39][CH2:38]1)=[O:36].C(N(CC)CC)C.C(=O)(O)[O-].[Na+].